From a dataset of Forward reaction prediction with 1.9M reactions from USPTO patents (1976-2016). Predict the product of the given reaction. (1) Given the reactants [C:1](Cl)(=O)[C:2]([Cl:4])=[O:3].[F:7][C:8]([F:24])([F:23])[C:9]([N:11]1[CH2:16][CH2:15][CH:14]([C:17]2[CH:22]=[CH:21]C=[CH:19][CH:18]=2)[CH2:13][CH2:12]1)=[O:10].[Cl-].[Cl-].[Ca+2], predict the reaction product. The product is: [F:24][C:8]([F:7])([F:23])[C:9]([N:11]1[CH2:16][CH2:15][CH:14]([C:17]2[CH:22]=[CH:21][C:1]([C:2]([Cl:4])=[O:3])=[CH:19][CH:18]=2)[CH2:13][CH2:12]1)=[O:10]. (2) Given the reactants [I:1][C:2]1[CH:11]=[CH:10][CH:9]=[C:8]2[C:3]=1[CH2:4][CH2:5][NH:6][CH:7]2[CH2:12][C:13]([O:15][CH2:16][CH3:17])=[O:14].[NH:18]([C:23]([O:25][C:26]([CH3:29])([CH3:28])[CH3:27])=[O:24])[CH2:19][C:20](O)=[O:21].CCN(CC)CC.C(P1(=O)OP(CCC)(=O)OP(CCC)(=O)O1)CC.CN(C=O)C.C([O-])(O)=O.[Na+], predict the reaction product. The product is: [C:26]([O:25][C:23]([NH:18][CH2:19][C:20]([N:6]1[CH2:5][CH2:4][C:3]2[C:8](=[CH:9][CH:10]=[CH:11][C:2]=2[I:1])[CH:7]1[CH2:12][C:13]([O:15][CH2:16][CH3:17])=[O:14])=[O:21])=[O:24])([CH3:29])([CH3:28])[CH3:27]. (3) Given the reactants CC[C@@H]1[C@@H]2C[C@H:37]([C@@H:36]([O:35]C3C4C(=CC=CC=4)C([O:35][C@@H:36]([C:47]4[CH:56]=[CH:55][N:54]=[C:53]5[C:48]=4[CH:49]=[C:50](OC)[CH:51]=[CH:52]5)[C@@H:37]4N5C[C@H](CC)[C@@H](CC5)C4)=NN=3)[C:47]3[CH:56]=[CH:55][N:54]=[C:53]4[C:48]=3[CH:49]=[C:50](OC)[CH:51]=[CH:52]4)N(CC2)C1.[OH2:59].[CH3:60][CH2:61][O:62][C:63]([CH3:65])=O, predict the reaction product. The product is: [OH:35][C@@H:36]([CH2:37][OH:59])[CH2:47][C:56]1[C:52]2[C:53](=[CH:48][CH:49]=[CH:50][CH:51]=2)[N:54]([C:36]2[CH:47]=[CH:48][C:61]([O:62][C:63]3[CH:65]=[CH:49][C:48]([C:53]#[N:54])=[CH:47][CH:36]=3)=[CH:60][CH:37]=2)[CH:55]=1. (4) Given the reactants [NH2:1][C:2]1[C:3]([C:16]2[CH:24]=[CH:23][C:19]([C:20](O)=[O:21])=[C:18]([F:25])[CH:17]=2)=[N:4][C:5]([C@H:8]2[CH2:13][CH2:12][C@H:11]([OH:14])[C@@H:10]([F:15])[CH2:9]2)=[CH:6][N:7]=1.Cl.[NH2:27][C@@H:28]([C:44]1[CH:49]=[C:48]([F:50])[CH:47]=[C:46]([Br:51])[CH:45]=1)[CH2:29][N:30]([CH3:43])[S:31]([C:34]1[CH:39]=[CH:38][CH:37]=[CH:36][C:35]=1[N+:40]([O-:42])=[O:41])(=[O:33])=[O:32].CCN(C(C)C)C(C)C.CCN=C=NCCCN(C)C.Cl.C1C=NC2N(O)N=NC=2C=1, predict the reaction product. The product is: [NH2:1][C:2]1[C:3]([C:16]2[CH:24]=[CH:23][C:19]([C:20]([NH:27][C@@H:28]([C:44]3[CH:49]=[C:48]([F:50])[CH:47]=[C:46]([Br:51])[CH:45]=3)[CH2:29][N:30]([CH3:43])[S:31]([C:34]3[CH:39]=[CH:38][CH:37]=[CH:36][C:35]=3[N+:40]([O-:42])=[O:41])(=[O:33])=[O:32])=[O:21])=[C:18]([F:25])[CH:17]=2)=[N:4][C:5]([C@H:8]2[CH2:13][CH2:12][C@H:11]([OH:14])[C@@H:10]([F:15])[CH2:9]2)=[CH:6][N:7]=1.